From a dataset of Full USPTO retrosynthesis dataset with 1.9M reactions from patents (1976-2016). Predict the reactants needed to synthesize the given product. (1) The reactants are: Cl[C:2]1[N:3]=[CH:4][C:5]2[N:10]=[N:9][N:8]([C:11]3[CH:16]=[CH:15][C:14]([O:17][CH3:18])=[CH:13][CH:12]=3)[C:6]=2[N:7]=1.[C:19]([O:23][C:24](=[O:31])[NH:25][C@H:26]1[CH2:29][C@@H:28]([NH2:30])[CH2:27]1)([CH3:22])([CH3:21])[CH3:20]. Given the product [C:19]([O:23][C:24](=[O:31])[NH:25][C@H:26]1[CH2:29][C@@H:28]([NH:30][C:2]2[N:3]=[CH:4][C:5]3[N:10]=[N:9][N:8]([C:11]4[CH:16]=[CH:15][C:14]([O:17][CH3:18])=[CH:13][CH:12]=4)[C:6]=3[N:7]=2)[CH2:27]1)([CH3:22])([CH3:20])[CH3:21], predict the reactants needed to synthesize it. (2) Given the product [C:21]([O:25][C:26]([N:28]1[CH2:32][CH:31]([O:33][CH2:34][C:35]2[CH:36]=[CH:37][CH:38]=[CH:39][CH:40]=2)[CH2:30][C:29]1([CH3:1])[C:41]([OH:43])=[O:42])=[O:27])([CH3:24])([CH3:22])[CH3:23], predict the reactants needed to synthesize it. The reactants are: [CH:1](NC(C)C)(C)C.[Li]CCCC.[Li+].CC([N-]C(C)C)C.[C:21]([O:25][C:26]([N:28]1[CH2:32][CH:31]([O:33][CH2:34][C:35]2[CH:40]=[CH:39][CH:38]=[CH:37][CH:36]=2)[CH2:30][C@@H:29]1[C:41]([OH:43])=[O:42])=[O:27])([CH3:24])([CH3:23])[CH3:22].CI. (3) Given the product [CH2:51]([O:58][NH:59][C:36]([C:34]1[CH:35]=[C:30]2[CH:29]=[CH:28][N:27]([CH2:26][C:25]3[CH:39]=[CH:40][C:41]([F:43])=[CH:42][C:24]=3[F:23])[C:31]2=[CH:32][N:33]=1)=[O:38])[C:52]1[CH:57]=[CH:56][CH:55]=[CH:54][CH:53]=1, predict the reactants needed to synthesize it. The reactants are: Cl.CN(C)CCCN=C=NCC.ON1C2C=CC=CC=2N=N1.[F:23][C:24]1[CH:42]=[C:41]([F:43])[CH:40]=[CH:39][C:25]=1[CH2:26][N:27]1[C:31]2=[CH:32][N:33]=[C:34]([C:36]([OH:38])=O)[CH:35]=[C:30]2[CH:29]=[CH:28]1.C(N(CC)CC)C.[CH2:51]([O:58][NH2:59])[C:52]1[CH:57]=[CH:56][CH:55]=[CH:54][CH:53]=1. (4) The reactants are: Br[C:2]1[CH:7]=[CH:6][C:5]([NH:8][C:9]2[O:10][C:11]3[CH:17]=[CH:16][C:15]([CH3:18])=[CH:14][C:12]=3[N:13]=2)=[CH:4][CH:3]=1.FC1C=C([C:41]2[CH:46]=[CH:45][C:44]([C:47]([C@@H:49]3[CH2:53][CH2:52][CH2:51][C@H:50]3[C:54]([OH:56])=[O:55])=[O:48])=[CH:43][CH:42]=2)C=CC=1NC1SC2C=C(OC(F)(F)F)C=CC=2N=1. Given the product [CH3:18][C:15]1[CH:16]=[CH:17][C:11]2[O:10][C:9]([NH:8][C:5]3[CH:6]=[CH:7][C:2]([C:41]4[CH:42]=[CH:43][C:44]([C:47]([C@@H:49]5[CH2:53][CH2:52][CH2:51][C@H:50]5[C:54]([OH:56])=[O:55])=[O:48])=[CH:45][CH:46]=4)=[CH:3][CH:4]=3)=[N:13][C:12]=2[CH:14]=1, predict the reactants needed to synthesize it.